This data is from Full USPTO retrosynthesis dataset with 1.9M reactions from patents (1976-2016). The task is: Predict the reactants needed to synthesize the given product. (1) Given the product [C:25]([P:24]([C:29]([CH3:32])([CH3:31])[CH3:30])[C:1]1[CH:5]=[CH:36][CH:35]=[CH:3][C:2]=1[C:7]1[C:12]([CH3:13])=[CH:11][C:10]([CH3:14])=[C:9]([C:15]2[CH:16]=[CH:17][CH:18]=[CH:19][CH:20]=2)[C:8]=1[CH3:22])([CH3:28])([CH3:27])[CH3:26], predict the reactants needed to synthesize it. The reactants are: [CH2:1]1[CH2:5]O[CH2:3][CH2:2]1.Br[C:7]1[C:8]([CH3:22])=[C:9]([C:15]2[CH:20]=[CH:19][CH:18]=[CH:17][C:16]=2C)[C:10]([CH3:14])=[CH:11][C:12]=1[CH3:13].Cl[P:24]([C:29]([CH3:32])([CH3:31])[CH3:30])[C:25]([CH3:28])([CH3:27])[CH3:26].[NH4+].[OH-].[C:35](OCC)(=O)[CH3:36]. (2) Given the product [CH3:1][N:2]([CH3:3])[C:9]1[CH:10]=[CH:11][C:12]2[N:13]([C:15]([CH2:18][C:19]3[CH:20]=[C:21]4[C:26](=[CH:27][CH:28]=3)[N:25]=[CH:24][C:23]([C:29]3[CH:30]=[N:31][N:32]([CH3:34])[CH:33]=3)=[CH:22]4)=[N:16][N:17]=2)[N:14]=1, predict the reactants needed to synthesize it. The reactants are: [CH3:1][NH:2][CH3:3].CS(C)=O.Cl[C:9]1[CH:10]=[CH:11][C:12]2[N:13]([C:15]([CH2:18][C:19]3[CH:20]=[C:21]4[C:26](=[CH:27][CH:28]=3)[N:25]=[CH:24][C:23]([C:29]3[CH:30]=[N:31][N:32]([CH3:34])[CH:33]=3)=[CH:22]4)=[N:16][N:17]=2)[N:14]=1. (3) Given the product [O:2]1[C:11]2[C:6](=[N:7][CH:8]=[CH:9][CH:10]=2)[O:5][CH2:4][CH:3]1[CH2:12][O:13][C:14]1[CH:42]=[C:18]2[C:19]3[C:24]([CH2:25][CH2:26][N:17]2[C:16](=[O:43])[N:15]=1)=[CH:23][C:22]([C:27]#[C:28][C:29]1([NH:33][CH2:40][CH3:41])[CH2:32][O:31][CH2:30]1)=[CH:21][CH:20]=3, predict the reactants needed to synthesize it. The reactants are: Cl.[O:2]1[C:11]2[C:6](=[N:7][CH:8]=[CH:9][CH:10]=2)[O:5][CH2:4][CH:3]1[CH2:12][O:13][C:14]1[CH:42]=[C:18]2[C:19]3[C:24]([CH2:25][CH2:26][N:17]2[C:16](=[O:43])[N:15]=1)=[CH:23][C:22]([C:27]#[C:28][C:29]1([N:33]([CH2:40][CH3:41])S(C(C)(C)C)=O)[CH2:32][O:31][CH2:30]1)=[CH:21][CH:20]=3. (4) Given the product [C:16]([N:15]1[CH2:20][CH2:21][C:7]([C:1]2[CH:6]=[CH:5][CH:4]=[CH:3][CH:2]=2)([C:8]#[N:9])[CH2:13][CH2:14]1)([CH3:19])([CH3:18])[CH3:17], predict the reactants needed to synthesize it. The reactants are: [C:1]1([CH2:7][C:8]#[N:9])[CH:6]=[CH:5][CH:4]=[CH:3][CH:2]=1.[H-].[Na+].Cl[CH2:13][CH2:14][N:15]([CH2:20][CH2:21]Cl)[C:16]([CH3:19])([CH3:18])[CH3:17]. (5) Given the product [ClH:43].[O:36]1[C:35]2[CH:40]=[CH:41][C:32]([CH2:31][NH:9][CH:10]3[CH2:11][CH2:12][N:13]([CH2:16][CH2:17][N:18]4[C:27]5[C:22](=[CH:23][CH:24]=[C:25]([O:28][CH3:29])[CH:26]=5)[N:21]=[CH:20][C:19]4=[O:30])[CH2:14][CH2:15]3)=[CH:33][C:34]=2[O:39][CH2:38][CH2:37]1, predict the reactants needed to synthesize it. The reactants are: CO.C(OC(=O)[N:9]([CH2:31][C:32]1[CH:41]=[CH:40][C:35]2[O:36][CH2:37][CH2:38][O:39][C:34]=2[CH:33]=1)[CH:10]1[CH2:15][CH2:14][N:13]([CH2:16][CH2:17][N:18]2[C:27]3[C:22](=[CH:23][CH:24]=[C:25]([O:28][CH3:29])[CH:26]=3)[N:21]=[CH:20][C:19]2=[O:30])[CH2:12][CH2:11]1)(C)(C)C.[ClH:43].C(OCC)(=O)C.